This data is from Full USPTO retrosynthesis dataset with 1.9M reactions from patents (1976-2016). The task is: Predict the reactants needed to synthesize the given product. (1) The reactants are: CC1(C)C(C)(C)OB([C:9]2[CH:42]=[CH:41][C:12]([CH2:13][O:14][C:15]3[CH:20]=[CH:19][CH:18]=[CH:17][C:16]=3[C:21]3[N:26]=[C:25]([N:27]4[C:31]([C:32]([F:35])([F:34])[F:33])=[C:30]([C:36]([O:38][CH2:39][CH3:40])=[O:37])[CH:29]=[N:28]4)[CH:24]=[CH:23][CH:22]=3)=[CH:11][CH:10]=2)O1.Br[C:45]1[CH:46]=[N:47][C:48]([C:51]([F:54])([F:53])[F:52])=[CH:49][CH:50]=1.C(=O)([O-])[O-].[Na+].[Na+]. Given the product [F:34][C:32]([F:33])([F:35])[C:31]1[N:27]([C:25]2[CH:24]=[CH:23][CH:22]=[C:21]([C:16]3[CH:17]=[CH:18][CH:19]=[CH:20][C:15]=3[O:14][CH2:13][C:12]3[CH:11]=[CH:10][C:9]([C:45]4[CH:46]=[N:47][C:48]([C:51]([F:54])([F:53])[F:52])=[CH:49][CH:50]=4)=[CH:42][CH:41]=3)[N:26]=2)[N:28]=[CH:29][C:30]=1[C:36]([O:38][CH2:39][CH3:40])=[O:37], predict the reactants needed to synthesize it. (2) Given the product [NH2:35][C:17]1[CH:18]=[C:19]([O:24][Si:25]([CH:32]([CH3:34])[CH3:33])([CH:29]([CH3:31])[CH3:30])[CH:26]([CH3:27])[CH3:28])[C:20]([O:22][CH3:23])=[CH:21][C:16]=1[C:15]([N:14]1[C@H:10]([CH2:9][O:8][Si:1]([C:4]([CH3:7])([CH3:5])[CH3:6])([CH3:3])[CH3:2])[CH2:11][C:12]([C:39]2[CH:40]=[CH:41][C:42]([NH:45][C:46](=[O:74])[C@@H:47]([NH:49][C:50](=[O:73])[C@@H:51]([NH:55][C:56](=[O:72])[O:57][CH2:58][CH:59]3[C:60]4[CH:61]=[CH:62][CH:63]=[CH:64][C:65]=4[C:66]4[C:71]3=[CH:70][CH:69]=[CH:68][CH:67]=4)[CH:52]([CH3:53])[CH3:54])[CH3:48])=[CH:43][CH:44]=2)=[CH:13]1)=[O:38], predict the reactants needed to synthesize it. The reactants are: [Si:1]([O:8][CH2:9][C@H:10]1[N:14]([C:15](=[O:38])[C:16]2[CH:21]=[C:20]([O:22][CH3:23])[C:19]([O:24][Si:25]([CH:32]([CH3:34])[CH3:33])([CH:29]([CH3:31])[CH3:30])[CH:26]([CH3:28])[CH3:27])=[CH:18][C:17]=2[N+:35]([O-])=O)[CH:13]=[C:12]([C:39]2[CH:44]=[CH:43][C:42]([NH:45][C:46](=[O:74])[C@@H:47]([NH:49][C:50](=[O:73])[C@@H:51]([NH:55][C:56](=[O:72])[O:57][CH2:58][CH:59]3[C:71]4[CH:70]=[CH:69][CH:68]=[CH:67][C:66]=4[C:65]4[C:60]3=[CH:61][CH:62]=[CH:63][CH:64]=4)[CH:52]([CH3:54])[CH3:53])[CH3:48])=[CH:41][CH:40]=2)[CH2:11]1)([C:4]([CH3:7])([CH3:6])[CH3:5])([CH3:3])[CH3:2].C(O)=O. (3) The reactants are: [CH3:1][C@H:2]1[C@@H:6]([C:7]2[N:11]3[C:12]4[CH:18]=[CH:17][N:16]([S:19]([C:22]5[CH:28]=[CH:27][C:25]([CH3:26])=[CH:24][CH:23]=5)(=[O:21])=[O:20])[C:13]=4[N:14]=[CH:15][C:10]3=[CH:9][N:8]=2)[CH2:5][C@@H:4]([NH:29][S:30](N2CCOC2=O)(=[O:32])=[O:31])[CH2:3]1.Cl.CN.C(N[C@@H]1C[C@H](C(O)=O)[C@H](C)C1)(=O)C.[F:55][C:56]([F:63])([F:62])[C@H:57]1[CH2:61][CH2:60][CH2:59][NH:58]1. Given the product [CH3:1][C@H:2]1[C@@H:6]([C:7]2[N:11]3[C:12]4[CH:18]=[CH:17][N:16]([S:19]([C:22]5[CH:28]=[CH:27][C:25]([CH3:26])=[CH:24][CH:23]=5)(=[O:20])=[O:21])[C:13]=4[N:14]=[CH:15][C:10]3=[CH:9][N:8]=2)[CH2:5][C@@H:4]([NH:29][S:30]([N:58]2[CH2:59][CH2:60][CH2:61][C@@H:57]2[C:56]([F:63])([F:62])[F:55])(=[O:32])=[O:31])[CH2:3]1, predict the reactants needed to synthesize it. (4) Given the product [CH:11]1([N:8]2[C:6]3[N:7]=[C:2]([NH:31][CH:22]([CH2:21][CH2:20][O:19][Si:18]([CH3:36])([CH3:17])[C:32]([CH3:33])([CH3:35])[CH3:34])[CH2:23][C:24]4[N:29]=[CH:28][C:27]([CH3:30])=[CH:26][N:25]=4)[NH:3][C:4](=[O:16])[C:5]=3[CH:10]=[N:9]2)[CH2:15][CH2:14][CH2:13][CH2:12]1, predict the reactants needed to synthesize it. The reactants are: Cl[C:2]1[NH:3][C:4](=[O:16])[C:5]2[CH:10]=[N:9][N:8]([CH:11]3[CH2:15][CH2:14][CH2:13][CH2:12]3)[C:6]=2[N:7]=1.[CH3:17][Si:18]([CH3:36])([C:32]([CH3:35])([CH3:34])[CH3:33])[O:19][CH2:20][CH2:21][CH:22]([NH2:31])[CH2:23][C:24]1[N:29]=[CH:28][C:27]([CH3:30])=[CH:26][N:25]=1.CCN(C(C)C)C(C)C. (5) Given the product [Cl:1][CH2:2][C:3]1([C:5]2[CH:10]=[C:9]([CH3:11])[CH:8]=[CH:7][C:6]=2[CH3:12])[O:15][CH2:14][CH2:13][O:4]1, predict the reactants needed to synthesize it. The reactants are: [Cl:1][CH2:2][C:3]([C:5]1[CH:10]=[C:9]([CH3:11])[CH:8]=[CH:7][C:6]=1[CH3:12])=[O:4].[CH2:13](O)[CH2:14][OH:15].[Na+].[Cl-]. (6) The reactants are: [C:1](OC(=O)C)(=[O:3])C.[NH2:8][C@H:9]([C:14]([OH:16])=[O:15])[C:10]([CH3:13])([CH3:12])[CH3:11].O. Given the product [CH:1]([NH:8][C@@H:9]([C:10]([CH3:13])([CH3:12])[CH3:11])[C:14]([OH:16])=[O:15])=[O:3], predict the reactants needed to synthesize it. (7) Given the product [CH3:26][O:27][C:28]1[C:35]([O:36][CH3:37])=[CH:34][CH:33]=[CH:32][C:29]=1[CH2:30][NH:31][C:2]1[N:7]=[CH:6][N:5]=[C:4]2[C:8]3[C:9](=[N:11][C:12]([N:21]4[CH2:25][CH2:24][CH2:23][CH2:22]4)=[C:13]4[CH2:18][O:17][C:16]([CH3:20])([CH3:19])[CH2:15][C:14]=34)[S:10][C:3]=12, predict the reactants needed to synthesize it. The reactants are: Cl[C:2]1[N:7]=[CH:6][N:5]=[C:4]2[C:8]3[C:9](=[N:11][C:12]([N:21]4[CH2:25][CH2:24][CH2:23][CH2:22]4)=[C:13]4[CH2:18][O:17][C:16]([CH3:20])([CH3:19])[CH2:15][C:14]=34)[S:10][C:3]=12.[CH3:26][O:27][C:28]1[C:35]([O:36][CH3:37])=[CH:34][CH:33]=[CH:32][C:29]=1[CH2:30][NH2:31]. (8) The reactants are: [Si:1]([O:8][CH2:9][C:10]1[C:18]([CH:19]=O)=[C:17]([Cl:21])[CH:16]=[C:15]2[C:11]=1[CH:12]=[N:13][N:14]2[C:22](C1C=CC=CC=1)([C:29]1[CH:34]=[CH:33][CH:32]=[CH:31][CH:30]=1)[C:23]1[CH:28]=[CH:27][CH:26]=[CH:25][CH:24]=1)([C:4]([CH3:7])([CH3:6])[CH3:5])([CH3:3])[CH3:2].C(O[BH-](O[C:51](=O)[CH3:52])OC(=O)C)(=O)C.[Na+].[C:55]1([C@H:61]([NH2:63])[CH3:62])[CH:60]=[CH:59][CH:58]=[CH:57][CH:56]=1. Given the product [Si:1]([O:8][CH2:9][C:10]1[C:18]([CH2:19][NH:63][C@@H:61]([C:55]2[CH:60]=[CH:59][CH:58]=[CH:57][CH:56]=2)[CH3:62])=[C:17]([Cl:21])[CH:16]=[C:15]2[C:11]=1[CH:12]=[N:13][N:14]2[C:22]([C:52]1[CH:51]=[CH:12][CH:11]=[CH:10][CH:9]=1)([C:23]1[CH:24]=[CH:25][CH:26]=[CH:27][CH:28]=1)[C:29]1[CH:30]=[CH:31][CH:32]=[CH:33][CH:34]=1)([C:4]([CH3:5])([CH3:6])[CH3:7])([CH3:3])[CH3:2], predict the reactants needed to synthesize it. (9) Given the product [CH:1]1([C:6]([N:8]2[CH2:9][CH:10]([C:22]3[O:23][N:35]=[C:33]([CH2:32][C:29]4[CH:30]=[CH:31][C:26]([F:25])=[CH:27][CH:28]=4)[N:34]=3)[CH2:11][CH:12]([C:14]3[CH:19]=[CH:18][C:17]([CH2:20][CH3:21])=[CH:16][CH:15]=3)[CH2:13]2)=[O:7])[CH2:5][CH2:4][CH2:3][CH2:2]1, predict the reactants needed to synthesize it. The reactants are: [CH:1]1([C:6]([N:8]2[CH2:13][CH:12]([C:14]3[CH:19]=[CH:18][C:17]([CH2:20][CH3:21])=[CH:16][CH:15]=3)[CH2:11][CH:10]([C:22](O)=[O:23])[CH2:9]2)=[O:7])[CH2:5][CH2:4][CH2:3][CH2:2]1.[F:25][C:26]1[CH:31]=[CH:30][C:29]([CH2:32][C:33](=[N:35]O)[NH2:34])=[CH:28][CH:27]=1. (10) Given the product [Cl:16][C:17]1[CH:22]=[CH:21][CH:20]=[C:19]([Cl:23])[C:18]=1[NH:24][C:25]([NH:1][C:2]1[CH:6]=[C:5]([C:7]2[CH:8]=[CH:9][N:10]=[CH:11][CH:12]=2)[S:4][C:3]=1[C:13]([OH:15])=[O:14])=[O:26], predict the reactants needed to synthesize it. The reactants are: [NH2:1][C:2]1[CH:6]=[C:5]([C:7]2[CH:12]=[CH:11][N:10]=[CH:9][CH:8]=2)[S:4][C:3]=1[C:13]([OH:15])=[O:14].[Cl:16][C:17]1[CH:22]=[CH:21][CH:20]=[C:19]([Cl:23])[C:18]=1[N:24]=[C:25]=[O:26].C(N(CC)CC)C.Cl.